From a dataset of Catalyst prediction with 721,799 reactions and 888 catalyst types from USPTO. Predict which catalyst facilitates the given reaction. (1) Reactant: [Cl:1][C:2]1[C:7]([Cl:8])=[CH:6][CH:5]=[CH:4][C:3]=1[N:9]1[CH2:14][CH2:13][N:12]([CH2:15][CH2:16][CH2:17][CH2:18][O:19][C:20]2[CH:29]=[C:28]3[C:23]([CH2:24][CH2:25][C:26](=[O:35])[N:27]3[C:30]([O:32][CH2:33]Cl)=[O:31])=[CH:22][CH:21]=2)[CH2:11][CH2:10]1.[C:36]([OH:53])(=[O:52])[CH2:37][CH2:38][CH2:39][CH2:40][CH2:41][CH2:42][CH2:43][CH2:44][CH2:45][CH2:46][CH2:47][CH2:48][CH2:49][CH2:50][CH3:51].C(=O)([O-])[O-].[Cs+].[Cs+]. The catalyst class is: 42. Product: [Cl:1][C:2]1[C:7]([Cl:8])=[CH:6][CH:5]=[CH:4][C:3]=1[N:9]1[CH2:10][CH2:11][N:12]([CH2:15][CH2:16][CH2:17][CH2:18][O:19][C:20]2[CH:29]=[C:28]3[C:23]([CH2:24][CH2:25][C:26](=[O:35])[N:27]3[C:30]([O:32][CH2:33][O:53][C:36](=[O:52])[CH2:37][CH2:38][CH2:39][CH2:40][CH2:41][CH2:42][CH2:43][CH2:44][CH2:45][CH2:46][CH2:47][CH2:48][CH2:49][CH2:50][CH3:51])=[O:31])=[CH:22][CH:21]=2)[CH2:13][CH2:14]1. (2) The catalyst class is: 54. Reactant: [C:1]([O:5][C:6]([NH:8][CH2:9][C:10]1[CH:11]=[C:12]([C:16]2[CH:21]=[C:20]([CH2:22][NH:23][CH:24]([C:29]3[CH:34]=[CH:33][CH:32]=[CH:31][CH:30]=3)[C:25]([F:28])([F:27])[F:26])[CH:19]=[C:18]([CH2:35][O:36][C:37]3[CH:42]=[CH:41][CH:40]=[CH:39][C:38]=3[CH2:43][C:44]([O:46]C)=[O:45])[CH:17]=2)[CH:13]=[CH:14][CH:15]=1)=[O:7])([CH3:4])([CH3:3])[CH3:2].O.[Li+].[OH-]. Product: [C:1]([O:5][C:6]([NH:8][CH2:9][C:10]1[CH:11]=[C:12]([C:16]2[CH:21]=[C:20]([CH2:22][NH:23][CH:24]([C:29]3[CH:30]=[CH:31][CH:32]=[CH:33][CH:34]=3)[C:25]([F:28])([F:27])[F:26])[CH:19]=[C:18]([CH2:35][O:36][C:37]3[CH:42]=[CH:41][CH:40]=[CH:39][C:38]=3[CH2:43][C:44]([OH:46])=[O:45])[CH:17]=2)[CH:13]=[CH:14][CH:15]=1)=[O:7])([CH3:4])([CH3:2])[CH3:3]. (3) Reactant: [C:1]([O:5][C:6]([N:8]1[CH2:12][CH2:11][C@H:10]([OH:13])[C@H:9]1[C:14]([OH:16])=O)=[O:7])([CH3:4])([CH3:3])[CH3:2].CCN=C=N[CH2:22][CH2:23][CH2:24][N:25](C)C.C1C=CC2N(O)N=NC=2C=1.C1(N)CC1. Product: [C:1]([O:5][C:6]([N:8]1[CH2:12][CH2:11][C@H:10]([OH:13])[C@H:9]1[C:14](=[O:16])[NH:25][CH:24]1[CH2:22][CH2:23]1)=[O:7])([CH3:2])([CH3:3])[CH3:4]. The catalyst class is: 3. (4) Reactant: [NH2:1][C:2]1[CH:10]=[C:9]2[C:5]([C:6]([CH3:18])([CH3:17])[C:7](=[O:16])[N:8]2[CH2:11][CH2:12][CH2:13][CH2:14][CH3:15])=[CH:4][C:3]=1[NH:19][C:20](=O)/[CH:21]=[CH:22]/[C:23]1[CH:28]=[CH:27][CH:26]=[CH:25][C:24]=1[NH2:29].CC(O)C.Cl. Product: [NH2:29][C:24]1[CH:25]=[CH:26][CH:27]=[CH:28][C:23]=1/[CH:22]=[CH:21]/[C:20]1[NH:19][C:3]2=[CH:4][C:5]3[C:6]([CH3:18])([CH3:17])[C:7](=[O:16])[N:8]([CH2:11][CH2:12][CH2:13][CH2:14][CH3:15])[C:9]=3[CH:10]=[C:2]2[N:1]=1. The catalyst class is: 6. (5) Reactant: [C:1]([O:9][CH2:10][C:11]1[CH:16]=[CH:15][CH:14]=[CH:13][C:12]=1[C:17](Cl)=[O:18])(=[O:8])[C:2]1[CH:7]=[CH:6][CH:5]=[CH:4][CH:3]=1.C(N(CC)CC)C.[CH2:27]([NH2:30])[C:28]#[CH:29].O. Product: [C:1]([O:9][CH2:10][C:11]1[CH:16]=[CH:15][CH:14]=[CH:13][C:12]=1[C:17](=[O:18])[NH:30][CH2:27][C:28]#[CH:29])(=[O:8])[C:2]1[CH:7]=[CH:6][CH:5]=[CH:4][CH:3]=1. The catalyst class is: 2. (6) Reactant: [O:1]=[C:2]1[N:6]([CH2:7][CH2:8][O:9][C:10]2[CH:27]=[CH:26][C:13]([CH2:14][CH:15]([C:21]([O:23]CC)=[O:22])[C:16]([O:18]CC)=[O:17])=[CH:12][CH:11]=2)[C:5]2[CH:28]=[CH:29][CH:30]=[CH:31][C:4]=2[O:3]1.[OH-].[Na+]. Product: [O:1]=[C:2]1[N:6]([CH2:7][CH2:8][O:9][C:10]2[CH:11]=[CH:12][C:13]([CH2:14][CH:15]([C:16]([OH:18])=[O:17])[C:21]([OH:23])=[O:22])=[CH:26][CH:27]=2)[C:5]2[CH:28]=[CH:29][CH:30]=[CH:31][C:4]=2[O:3]1. The catalyst class is: 7. (7) Reactant: [Cl:1][C:2]1[C:11]([N+:12]([O-])=O)=[CH:10][CH:9]=[CH:8][C:3]=1[C:4]([O:6][CH3:7])=[O:5].[Cl-].[NH4+]. Product: [NH2:12][C:11]1[C:2]([Cl:1])=[C:3]([CH:8]=[CH:9][CH:10]=1)[C:4]([O:6][CH3:7])=[O:5]. The catalyst class is: 284.